This data is from Forward reaction prediction with 1.9M reactions from USPTO patents (1976-2016). The task is: Predict the product of the given reaction. (1) Given the reactants Cl[C:2]1[N:7]=[C:6]([NH:8][C@H:9]([CH2:12][CH3:13])[CH2:10][OH:11])[C:5]([C:14]2[CH:18]=[CH:17][S:16][CH:15]=2)=[CH:4][N:3]=1.[NH2:19][C:20]1[CH:25]=[CH:24][C:23]([S:26]([CH3:34])(=[N:28][C:29]([O:31][CH2:32][CH3:33])=[O:30])=[O:27])=[C:22]([Br:35])[CH:21]=1, predict the reaction product. The product is: [Br:35][C:22]1[CH:21]=[C:20]([NH:19][C:2]2[N:7]=[C:6]([NH:8][C@@H:9]([CH2:10][OH:11])[CH2:12][CH3:13])[C:5]([C:14]3[CH:18]=[CH:17][S:16][CH:15]=3)=[CH:4][N:3]=2)[CH:25]=[CH:24][C:23]=1[S:26]([CH3:34])(=[N:28][C:29]([O:31][CH2:32][CH3:33])=[O:30])=[O:27]. (2) Given the reactants [CH:1]1([CH2:7][CH:8]([S:25][C:26]2[CH:34]=[CH:33][C:29]([C:30](O)=[O:31])=[CH:28][CH:27]=2)[C:9]2[CH:10]=[N:11][C:12]([C:15]3[CH:20]=[CH:19][C:18]([C:21]([F:24])([F:23])[F:22])=[CH:17][CH:16]=3)=[CH:13][CH:14]=2)[CH2:6][CH2:5][CH2:4][CH2:3][CH2:2]1.C(N(CC)CC)C.[CH3:42][O:43][C:44](=[O:48])[CH2:45][CH2:46][NH2:47].CCN=C=NCCCN(C)C, predict the reaction product. The product is: [CH3:42][O:43][C:44](=[O:48])[CH2:45][CH2:46][NH:47][C:30](=[O:31])[C:29]1[CH:28]=[CH:27][C:26]([S:25][CH:8]([C:9]2[CH:10]=[N:11][C:12]([C:15]3[CH:16]=[CH:17][C:18]([C:21]([F:23])([F:24])[F:22])=[CH:19][CH:20]=3)=[CH:13][CH:14]=2)[CH2:7][CH:1]2[CH2:6][CH2:5][CH2:4][CH2:3][CH2:2]2)=[CH:34][CH:33]=1. (3) Given the reactants [CH3:1][C:2]1[CH:3]=[C:4]([CH:8]=[CH:9][C:10]=1[C:11]([N:13]1[CH2:17][CH2:16][CH2:15][CH2:14]1)=[O:12])[C:5]([OH:7])=O.CN(C(ON1N=NC2C=CC=CC1=2)=[N+](C)C)C.[B-](F)(F)(F)F.C(N(C(C)C)CC)(C)C.[Cl:49][C:50]1[N:55]=[C:54]2[N:56]=[C:57]([CH:59]([NH2:61])[CH3:60])[NH:58][C:53]2=[CH:52][CH:51]=1.ClCl, predict the reaction product. The product is: [Cl:49][C:50]1[N:55]=[C:54]2[N:56]=[C:57]([CH:59]([NH:61][C:5](=[O:7])[C:4]3[CH:8]=[CH:9][C:10]([C:11]([N:13]4[CH2:17][CH2:16][CH2:15][CH2:14]4)=[O:12])=[C:2]([CH3:1])[CH:3]=3)[CH3:60])[NH:58][C:53]2=[CH:52][CH:51]=1. (4) The product is: [CH3:12][O:1][CH2:2][C:3]1[CH:10]=[CH:9][C:6]([C:7]#[N:8])=[CH:5][CH:4]=1. Given the reactants [OH:1][CH2:2][C:3]1[CH:10]=[CH:9][C:6]([C:7]#[N:8])=[CH:5][CH:4]=1.I[CH3:12].[H-].[Na+], predict the reaction product. (5) Given the reactants Cl[C:2]1[N:7]=[C:6]([C:8]([N:10]2[CH2:15][CH2:14][CH:13]([N:16]3[CH2:20][CH2:19][CH2:18][CH2:17]3)[CH2:12][CH2:11]2)=[O:9])[C:5]([CH3:21])=[CH:4][C:3]=1[C:22]1[CH:27]=[CH:26][CH:25]=[C:24]([C:28]([F:31])([F:30])[F:29])[CH:23]=1.[C:32]([Si:34]([CH3:37])([CH3:36])[CH3:35])#[CH:33], predict the reaction product. The product is: [CH3:21][C:5]1[C:6]([C:8]([N:10]2[CH2:15][CH2:14][CH:13]([N:16]3[CH2:20][CH2:19][CH2:18][CH2:17]3)[CH2:12][CH2:11]2)=[O:9])=[N:7][C:2]([C:33]#[C:32][Si:34]([CH3:37])([CH3:36])[CH3:35])=[C:3]([C:22]2[CH:27]=[CH:26][CH:25]=[C:24]([C:28]([F:31])([F:30])[F:29])[CH:23]=2)[CH:4]=1. (6) Given the reactants [CH2:1]([O:8][C:9]1[CH:15]=[C:14]([N:16]2[CH:20]=[C:19]([F:21])[C:18]([F:22])=[CH:17]2)[CH:13]=[CH:12][C:10]=1[NH2:11])[C:2]1[CH:7]=[CH:6][CH:5]=[CH:4][CH:3]=1.Cl.[N:24]([O-])=O.[Na+].[CH3:28][O:29][CH2:30][C:31](=[O:37])[CH2:32][C:33]([O:35][CH3:36])=[O:34].C([O-])(=O)C.[Na+], predict the reaction product. The product is: [CH2:1]([O:8][C:9]1[CH:15]=[C:14]([N:16]2[CH:20]=[C:19]([F:21])[C:18]([F:22])=[CH:17]2)[CH:13]=[CH:12][C:10]=1[NH:11][N:24]=[C:32]([C:31](=[O:37])[CH2:30][O:29][CH3:28])[C:33]([O:35][CH3:36])=[O:34])[C:2]1[CH:3]=[CH:4][CH:5]=[CH:6][CH:7]=1.